Predict the reactants needed to synthesize the given product. From a dataset of Full USPTO retrosynthesis dataset with 1.9M reactions from patents (1976-2016). (1) Given the product [CH:3]1[C:2]2[C:1](=[CH:25][CH:30]=[CH:29][CH:28]=2)[CH:6]=[CH:5][C:4]=1[S:7]([N:10]1[CH2:11][CH2:12][NH:31][CH2:14][CH2:15]1)(=[O:8])=[O:9], predict the reactants needed to synthesize it. The reactants are: [C:1]1([C:25]2[CH:30]=[CH:29][CH:28]=CC=2)[CH:6]=[CH:5][C:4]([S:7]([N:10]2[CH2:15][CH2:14]C(C3SC(C(OC)=O)=CN=3)[CH2:12][CH2:11]2)(=[O:9])=[O:8])=[CH:3][CH:2]=1.[NH2:31]O.O1CCOCC1.[OH-].[Na+]. (2) Given the product [CH:43]1[C:44]2[C:39](=[N:38][C:37]3[C:46]([C:45]=2[NH:47][C:48]2[CH:49]=[C:50]([NH:56][C:57]([CH:58]([NH:60][C:5]([C:4]4[CH:8]=[C:9]([NH:14][C:15]([N:17]5[CH2:18][CH2:19][N:20]([C:23]6[CH:24]=[C:25]([O:31][CH3:32])[CH:26]=[C:27]([O:29][CH3:30])[CH:28]=6)[CH2:21][CH2:22]5)=[O:16])[C:10]([O:12][CH3:13])=[N:11][C:3]=4[CH2:1][CH3:2])=[O:6])[CH3:59])=[O:61])[CH:51]=[C:52]([CH2:54][OH:55])[CH:53]=2)=[CH:33][CH:34]=[CH:35][CH:36]=3)[CH:40]=[CH:41][CH:42]=1, predict the reactants needed to synthesize it. The reactants are: [CH2:1]([C:3]1[N:11]=[C:10]([O:12][CH3:13])[C:9]([NH:14][C:15]([N:17]2[CH2:22][CH2:21][N:20]([C:23]3[CH:28]=[C:27]([O:29][CH3:30])[CH:26]=[C:25]([O:31][CH3:32])[CH:24]=3)[CH2:19][CH2:18]2)=[O:16])=[CH:8][C:4]=1[C:5](O)=[O:6])[CH3:2].[CH:33]1[C:46]2[C:37](=[N:38][C:39]3[C:44]([C:45]=2[NH:47][C:48]2[CH:49]=[C:50]([NH:56][C:57](=[O:61])[CH:58]([NH2:60])[CH3:59])[CH:51]=[C:52]([CH2:54][OH:55])[CH:53]=2)=[CH:43][CH:42]=[CH:41][CH:40]=3)[CH:36]=[CH:35][CH:34]=1. (3) Given the product [CH:50]1[C:59]2[C:54](=[CH:55][CH:56]=[CH:57][CH:58]=2)[CH:53]=[CH:52][C:51]=1[C:60]1[CH:61]=[C:62]([NH:66][C:23]([C:18]2[C:19](=[O:22])[O:20][C:21]3[C:16]([CH:17]=2)=[CH:15][CH:14]=[CH:13][C:12]=3[O:11][CH3:10])=[O:25])[CH:63]=[CH:64][CH:65]=1, predict the reactants needed to synthesize it. The reactants are: CCN(C(C)C)C(C)C.[CH3:10][O:11][C:12]1[CH:13]=[CH:14][CH:15]=[C:16]2[C:21]=1[O:20][C:19](=[O:22])[C:18]([C:23]([OH:25])=O)=[CH:17]2.CN(C(ON1N=NC2C=CC=NC1=2)=[N+](C)C)C.F[P-](F)(F)(F)(F)F.[CH:50]1[C:59]2[C:54](=[CH:55][CH:56]=[CH:57][CH:58]=2)[CH:53]=[CH:52][C:51]=1[C:60]1[CH:61]=[C:62]([NH2:66])[CH:63]=[CH:64][CH:65]=1. (4) Given the product [Cl:1][C:2]1[N:3]=[CH:4][C:5]2[S:10][CH:9]=[C:8]([C:11]([NH:26][C:18]3[CH:19]=[C:20]4[C:25](=[C:16]([CH2:14][CH3:15])[CH:17]=3)[N:24]=[CH:23][CH:22]=[CH:21]4)=[O:12])[C:6]=2[N:7]=1, predict the reactants needed to synthesize it. The reactants are: [Cl:1][C:2]1[N:3]=[CH:4][C:5]2[S:10][CH:9]=[C:8]([C:11](Cl)=[O:12])[C:6]=2[N:7]=1.[CH2:14]([C:16]1[CH:17]=[C:18]([NH2:26])[CH:19]=[C:20]2[C:25]=1[N:24]=[CH:23][CH:22]=[CH:21]2)[CH3:15].N1C=CC=CC=1. (5) Given the product [OH:13][CH2:10][C:11]#[C:12][C:2]1[CH:3]=[C:4]([CH:7]=[CH:8][CH:9]=1)[CH2:5][NH2:6], predict the reactants needed to synthesize it. The reactants are: I[C:2]1[CH:3]=[C:4]([CH:7]=[CH:8][CH:9]=1)[CH2:5][NH2:6].[CH2:10]([OH:13])[C:11]#[CH:12]. (6) Given the product [ClH:2].[ClH:2].[NH2:3][CH:4]1[CH2:5][CH2:6][N:7]([C:10]2[CH:11]=[CH:12][C:13]([C:16]([N:18]([CH2:19][CH3:20])[CH2:23][CH3:24])=[O:17])=[CH:14][CH:15]=2)[CH2:8][CH2:9]1, predict the reactants needed to synthesize it. The reactants are: O.[ClH:2].[NH2:3][CH:4]1[CH2:9][CH2:8][N:7]([C:10]2[CH:15]=[CH:14][C:13]([C:16]([NH:18][CH2:19][CH2:20]CC)=[O:17])=[CH:12][CH:11]=2)[CH2:6][CH2:5]1.[C:23](OC(NC1CCN(C2C=CC(C(NCCCC)=O)=CC=2)CC1)=O)(C)(C)[CH3:24].